This data is from Catalyst prediction with 721,799 reactions and 888 catalyst types from USPTO. The task is: Predict which catalyst facilitates the given reaction. (1) Reactant: FC(F)(F)C(O)=O.[CH3:8][O:9][C:10]1[CH:11]=[C:12]2[C:17](=[CH:18][C:19]=1[O:20][CH3:21])[N:16]=[CH:15][N:14]=[C:13]2[N:22]1[CH2:27][CH2:26][CH:25]([NH2:28])[CH2:24][CH2:23]1.[CH:29]([C:32]1[CH:37]=[CH:36][C:35]([CH2:38][C:39](O)=[O:40])=[CH:34][CH:33]=1)([CH3:31])[CH3:30].C1C=CC2N(O)N=NC=2C=1.CN(C(ON1N=NC2C=CC=CC1=2)=[N+](C)C)C.F[P-](F)(F)(F)(F)F.CCN(C(C)C)C(C)C. Product: [CH3:8][O:9][C:10]1[CH:11]=[C:12]2[C:17](=[CH:18][C:19]=1[O:20][CH3:21])[N:16]=[CH:15][N:14]=[C:13]2[N:22]1[CH2:23][CH2:24][CH:25]([NH:28][C:39](=[O:40])[CH2:38][C:35]2[CH:36]=[CH:37][C:32]([CH:29]([CH3:30])[CH3:31])=[CH:33][CH:34]=2)[CH2:26][CH2:27]1. The catalyst class is: 1. (2) Reactant: [OH-].[Na+].[Cl:3][C:4]1[CH:29]=[CH:28][C:7]([O:8][C:9]2[C:17]3[C:12](=[CH:13][CH:14]=[C:15]([S:18]([CH3:21])(=[O:20])=[O:19])[CH:16]=3)[N:11]([CH2:22][C:23]([O:25]C)=[O:24])[C:10]=2[CH3:27])=[CH:6][CH:5]=1.O. Product: [Cl:3][C:4]1[CH:5]=[CH:6][C:7]([O:8][C:9]2[C:17]3[C:12](=[CH:13][CH:14]=[C:15]([S:18]([CH3:21])(=[O:19])=[O:20])[CH:16]=3)[N:11]([CH2:22][C:23]([OH:25])=[O:24])[C:10]=2[CH3:27])=[CH:28][CH:29]=1. The catalyst class is: 1.